From a dataset of Peptide-MHC class II binding affinity with 134,281 pairs from IEDB. Regression. Given a peptide amino acid sequence and an MHC pseudo amino acid sequence, predict their binding affinity value. This is MHC class II binding data. The MHC is HLA-DQA10501-DQB10302 with pseudo-sequence HLA-DQA10501-DQB10302. The binding affinity (normalized) is 0.481. The peptide sequence is SAALGPLIEGNTSLL.